This data is from Forward reaction prediction with 1.9M reactions from USPTO patents (1976-2016). The task is: Predict the product of the given reaction. (1) Given the reactants [Cl:1][C:2]1[CH:7]=[CH:6][C:5]([S:8]([N:11]([CH2:21][C:22]2[CH:23]=[CH:24][C:25]([O:32][CH3:33])=[C:26]([CH:31]=2)[C:27]([O:29]C)=[O:28])[C@H:12]([C:15]2[CH:20]=[CH:19][CH:18]=[CH:17][CH:16]=2)[CH2:13][OH:14])(=[O:10])=[O:9])=[CH:4][CH:3]=1.O.[OH-].[Li+], predict the reaction product. The product is: [Cl:1][C:2]1[CH:7]=[CH:6][C:5]([S:8]([N:11]([CH2:21][C:22]2[CH:23]=[CH:24][C:25]([O:32][CH3:33])=[C:26]([CH:31]=2)[C:27]([OH:29])=[O:28])[C@H:12]([C:15]2[CH:20]=[CH:19][CH:18]=[CH:17][CH:16]=2)[CH2:13][OH:14])(=[O:10])=[O:9])=[CH:4][CH:3]=1. (2) Given the reactants O.[OH-].[Na+].[CH3:4][NH:5][C@@H:6]1[C:11]2[CH:12]=[CH:13][CH:14]=[CH:15][C:10]=2[C@H:9]([C:16]2[CH:17]=[CH:18][C:19]([Cl:23])=[C:20]([Cl:22])[CH:21]=2)[CH2:8][CH2:7]1.C([O-])(=O)C(C1C=CC=CC=1)O, predict the reaction product. The product is: [CH3:4][NH:5][C@@H:6]1[C:11]2[CH:12]=[CH:13][CH:14]=[CH:15][C:10]=2[C@H:9]([C:16]2[CH:17]=[CH:18][C:19]([Cl:23])=[C:20]([Cl:22])[CH:21]=2)[CH2:8][CH2:7]1.[ClH:22]. (3) Given the reactants [NH2:1][C:2]([CH3:12])([CH2:5][C:6]1[CH:11]=[CH:10][CH:9]=[CH:8][CH:7]=1)[CH2:3][OH:4].[C:13]([O:17][C:18](O[C:18]([O:17][C:13]([CH3:16])([CH3:15])[CH3:14])=[O:19])=[O:19])([CH3:16])([CH3:15])[CH3:14], predict the reaction product. The product is: [CH2:5]([C:2]([NH:1][C:18](=[O:19])[O:17][C:13]([CH3:16])([CH3:15])[CH3:14])([CH3:12])[CH2:3][OH:4])[C:6]1[CH:11]=[CH:10][CH:9]=[CH:8][CH:7]=1. (4) Given the reactants Br[C:2]1[CH:7]=[C:6]([O:8][CH:9]([CH3:11])[CH3:10])[CH:5]=[C:4]([C:12]([CH3:15])([CH3:14])[CH3:13])[CH:3]=1.C([Li])CCC.CN([CH:24]=[O:25])C, predict the reaction product. The product is: [C:12]([C:4]1[CH:3]=[C:2]([CH:7]=[C:6]([O:8][CH:9]([CH3:11])[CH3:10])[CH:5]=1)[CH:24]=[O:25])([CH3:15])([CH3:14])[CH3:13]. (5) Given the reactants [CH3:1][CH:2]1[C:7](=[O:8])[CH2:6][CH2:5][O:4][CH2:3]1.[CH2:9](C1C(N[C@@H]2CC[C@](C(C)C)(C(N3CCN(C4C=CC=C(C(F)(F)F)C=4)CC3)=O)C2)CCOC1)C, predict the reaction product. The product is: [CH2:1]([CH:2]1[C:7](=[O:8])[CH2:6][CH2:5][O:4][CH2:3]1)[CH3:9]. (6) Given the reactants [Br:1][C:2]1[CH:3]=[C:4]([CH:8]=[CH:9][C:10]=1[Cl:11])[C:5]([OH:7])=O.C(Cl)(=O)C(Cl)=O.N1C=CC=CC=1.[C:24]1([C@H:30]([NH2:32])[CH3:31])[CH:29]=[CH:28][CH:27]=[CH:26][CH:25]=1, predict the reaction product. The product is: [Br:1][C:2]1[CH:3]=[C:4]([CH:8]=[CH:9][C:10]=1[Cl:11])[C:5]([NH:32][C@@H:30]([C:24]1[CH:29]=[CH:28][CH:27]=[CH:26][CH:25]=1)[CH3:31])=[O:7]. (7) Given the reactants [CH3:1][O:2][CH2:3][CH2:4][O:5][C:6]1[CH:7]=[C:8]([CH:14]=[CH:15][C:16]=1[O:17][CH2:18][CH2:19][O:20][CH3:21])[C:9]([O:11][CH2:12][CH3:13])=[O:10].S(=O)(=O)(O)O.[N+:27]([O-])([OH:29])=[O:28].[Cl-].[Na+], predict the reaction product. The product is: [CH3:21][O:20][CH2:19][CH2:18][O:17][C:16]1[C:6]([O:5][CH2:4][CH2:3][O:2][CH3:1])=[CH:7][C:8]([C:9]([O:11][CH2:12][CH3:13])=[O:10])=[C:14]([N+:27]([O-:29])=[O:28])[CH:15]=1. (8) The product is: [CH3:13][O:12][C:6]1[CH:5]=[C:4]([O:3][C@@H:19]2[O:20][C@H:21]([CH2:32][O:33][C:34](=[O:36])[CH3:35])[C@@H:22]([O:28][C:29](=[O:31])[CH3:30])[C@H:23]([O:24][C:25](=[O:27])[CH3:26])[C@H:18]2[O:17][C:14](=[O:16])[CH3:15])[CH:11]=[CH:10][C:7]=1[CH:8]=[O:9]. Given the reactants [OH-].[Na+].[OH:3][C:4]1[CH:11]=[CH:10][C:7]([CH:8]=[O:9])=[C:6]([O:12][CH3:13])[CH:5]=1.[C:14]([O:17][C@@H:18]1[C@@H:23]([O:24][C:25](=[O:27])[CH3:26])[C@H:22]([O:28][C:29](=[O:31])[CH3:30])[C@@H:21]([CH2:32][O:33][C:34](=[O:36])[CH3:35])[O:20][C@@H:19]1Br)(=[O:16])[CH3:15], predict the reaction product.